Dataset: Peptide-MHC class II binding affinity with 134,281 pairs from IEDB. Task: Regression. Given a peptide amino acid sequence and an MHC pseudo amino acid sequence, predict their binding affinity value. This is MHC class II binding data. The peptide sequence is EKKYFAADQFEPLAA. The MHC is HLA-DPA10201-DPB11401 with pseudo-sequence HLA-DPA10201-DPB11401. The binding affinity (normalized) is 0.663.